Dataset: Full USPTO retrosynthesis dataset with 1.9M reactions from patents (1976-2016). Task: Predict the reactants needed to synthesize the given product. (1) Given the product [CH3:1][O:2][C:3]1[CH:4]=[C:5]2[C:10](=[CH:11][C:12]=1[O:13][CH3:14])[N:9]=[CH:8][CH:7]=[C:6]2[O:15][C:16]1[C:22]([CH3:23])=[CH:21][C:19]([NH:20][C:29](=[O:35])[O:30][CH2:31][CH2:44][CH2:43][N:40]2[CH2:41][CH2:42][O:37][CH2:38][CH2:39]2)=[C:18]([CH3:24])[CH:17]=1, predict the reactants needed to synthesize it. The reactants are: [CH3:1][O:2][C:3]1[CH:4]=[C:5]2[C:10](=[CH:11][C:12]=1[O:13][CH3:14])[N:9]=[CH:8][CH:7]=[C:6]2[O:15][C:16]1[C:22]([CH3:23])=[CH:21][C:19]([NH2:20])=[C:18]([CH3:24])[CH:17]=1.ClC(Cl)(O[C:29](=[O:35])[O:30][C:31](Cl)(Cl)Cl)Cl.[O:37]1[CH2:42][CH2:41][N:40]([CH2:43][CH2:44]CO)[CH2:39][CH2:38]1.C(=O)(O)[O-].[Na+]. (2) Given the product [F:5][CH2:4][CH:3]([O:6][C:7]1[CH:21]=[C:20]([O:22][C:24]2[N:25]=[CH:26][C:27]([C:30]([O:32][CH3:33])=[O:31])=[N:28][CH:29]=2)[CH:19]=[C:9]([C:10]([NH:12][C:13]2[CH:17]=[CH:16][N:15]([CH3:18])[N:14]=2)=[O:11])[CH:8]=1)[CH2:2][F:1], predict the reactants needed to synthesize it. The reactants are: [F:1][CH2:2][CH:3]([O:6][C:7]1[CH:8]=[C:9]([CH:19]=[C:20]([OH:22])[CH:21]=1)[C:10]([NH:12][C:13]1[CH:17]=[CH:16][N:15]([CH3:18])[N:14]=1)=[O:11])[CH2:4][F:5].Cl[C:24]1[N:25]=[CH:26][C:27]([C:30]([O:32][CH3:33])=[O:31])=[N:28][CH:29]=1.C(=O)([O-])[O-].[K+].[K+].